This data is from Peptide-MHC class I binding affinity with 185,985 pairs from IEDB/IMGT. The task is: Regression. Given a peptide amino acid sequence and an MHC pseudo amino acid sequence, predict their binding affinity value. This is MHC class I binding data. (1) The peptide sequence is FVANFSMEL. The MHC is HLA-A68:02 with pseudo-sequence HLA-A68:02. The binding affinity (normalized) is 0.925. (2) The peptide sequence is RRFFVYYV. The MHC is HLA-B27:05 with pseudo-sequence HLA-B27:05. The binding affinity (normalized) is 0.196. (3) The MHC is HLA-B08:01 with pseudo-sequence HLA-B08:01. The peptide sequence is GYIPIERVL. The binding affinity (normalized) is 0.0847. (4) The peptide sequence is AEFTFQLNL. The MHC is HLA-B18:01 with pseudo-sequence HLA-B18:01. The binding affinity (normalized) is 0.197. (5) The peptide sequence is NSESGNSRY. The MHC is HLA-B57:01 with pseudo-sequence HLA-B57:01. The binding affinity (normalized) is 0.0847. (6) The peptide sequence is GERYYFAYI. The MHC is HLA-B15:03 with pseudo-sequence HLA-B15:03. The binding affinity (normalized) is 0.494. (7) The peptide sequence is VSTAPTGSW. The MHC is HLA-B44:02 with pseudo-sequence HLA-B44:02. The binding affinity (normalized) is 0.213. (8) The peptide sequence is IRHVYHNLK. The MHC is HLA-B40:01 with pseudo-sequence HLA-B40:01. The binding affinity (normalized) is 0.0847. (9) The peptide sequence is RECGARVIL. The MHC is HLA-B35:01 with pseudo-sequence HLA-B35:01. The binding affinity (normalized) is 0.0847.